Dataset: Reaction yield outcomes from USPTO patents with 853,638 reactions. Task: Predict the reaction yield, written as a fraction of the theoretical maximum amount of product (1.0 means a 100% yield; for example, 0.34 means a 34% yield). (1) The product is [OH:1][C:2]1[C:11]2[C:6](=[CH:7][CH:8]=[CH:9][CH:10]=2)[NH:5][C:4](=[O:12])[C:3]=1[C:13]([N:25]([CH2:24][C:23]1[CH:22]=[CH:21][C:20]([O:19][CH3:18])=[CH:36][CH:35]=1)[CH2:26][C:27]1[CH:28]=[CH:29][C:30]([O:33][CH3:34])=[CH:31][CH:32]=1)=[O:15]. The yield is 0.950. The catalyst is C1(C)C=CC=CC=1. The reactants are [OH:1][C:2]1[C:11]2[C:6](=[CH:7][CH:8]=[CH:9][CH:10]=2)[NH:5][C:4](=[O:12])[C:3]=1[C:13]([O:15]CC)=O.[CH3:18][O:19][C:20]1[CH:36]=[CH:35][C:23]([CH2:24][NH:25][CH2:26][C:27]2[CH:32]=[CH:31][C:30]([O:33][CH3:34])=[CH:29][CH:28]=2)=[CH:22][CH:21]=1.C(OCC)C. (2) The reactants are [C:1]1([C@H:7]2[NH:12][CH2:11][C@@H:10]([CH2:13][OH:14])[O:9][CH2:8]2)[CH:6]=[CH:5][CH:4]=[CH:3][CH:2]=1.Br[C:16]1[CH:17]=[CH:18][C:19]2[O:20][CH2:21][C:22](=[O:26])[NH:23][C:24]=2[N:25]=1. No catalyst specified. The product is [OH:14][CH2:13][C@@H:10]1[CH2:11][N:12]([C:16]2[CH:17]=[CH:18][C:19]3[O:20][CH2:21][C:22](=[O:26])[NH:23][C:24]=3[N:25]=2)[C@H:7]([C:1]2[CH:2]=[CH:3][CH:4]=[CH:5][CH:6]=2)[CH2:8][O:9]1. The yield is 0.671. (3) The reactants are C([O:4][C:5]1[CH:10]=[C:9]([O:11][CH3:12])[C:8]([O:13]C(=O)C)=[C:7]([O:17][CH3:18])[CH:6]=1)(=O)C.[OH2:19].[NH4+].[Cl-].[C:22]1([CH3:28])C=CC=CC=1. The catalyst is C(Cl)Cl. The product is [OH:13][C:8]1[C:9]([O:11][CH3:12])=[C:10]([C:22](=[O:19])[CH3:28])[C:5]([OH:4])=[CH:6][C:7]=1[O:17][CH3:18]. The yield is 0.700. (4) The reactants are [Br:1][C:2]1[CH:7]=[C:6]([F:8])[CH:5]=[CH:4][C:3]=1[CH:9]1[C:14]([C:15]([O:17][CH2:18][CH3:19])=[O:16])=[C:13]([CH3:20])[NH:12][C:11]([C:21]2[S:25][N:24]=[CH:23][N:22]=2)=[N:10]1.C1C(=O)N([Br:33])C(=O)C1. No catalyst specified. The product is [Br:1][C:2]1[CH:7]=[C:6]([F:8])[CH:5]=[CH:4][C:3]=1[CH:9]1[C:14]([C:15]([O:17][CH2:18][CH3:19])=[O:16])=[C:13]([CH2:20][Br:33])[NH:12][C:11]([C:21]2[S:25][N:24]=[CH:23][N:22]=2)=[N:10]1. The yield is 0.400. (5) The yield is 0.300. The product is [Cl:1][C:2]1[CH:3]=[C:4]2[C:8](=[CH:9][CH:10]=1)[CH:7]([O:11][C:12]1[CH:17]=[CH:16][C:15]([CH2:18][CH2:19][C:20]([NH:27][S:24]([CH3:23])(=[O:26])=[O:25])=[O:22])=[CH:14][CH:13]=1)[CH2:6][CH2:5]2. The reactants are [Cl:1][C:2]1[CH:3]=[C:4]2[C:8](=[CH:9][CH:10]=1)[CH:7]([O:11][C:12]1[CH:17]=[CH:16][C:15]([CH2:18][CH2:19][C:20]([OH:22])=O)=[CH:14][CH:13]=1)[CH2:6][CH2:5]2.[CH3:23][S:24]([NH2:27])(=[O:26])=[O:25].Cl.C(N=C=NCCCN(C)C)C.O. The catalyst is ClCCl.